The task is: Predict the reaction yield, written as a fraction of the theoretical maximum amount of product (1.0 means a 100% yield; for example, 0.34 means a 34% yield).. This data is from Reaction yield outcomes from USPTO patents with 853,638 reactions. (1) The reactants are C1C=CC(P(C2C=CC=CC=2)C2C=CC=CC=2)=CC=1.[OH:20][C:21]1[CH:28]=[CH:27][C:24]([C:25]#[N:26])=[CH:23][N:22]=1.C1C=CC(COC(/N=N/C(OCC2C=CC=CC=2)=O)=O)=CC=1.[CH2:51]([N:58]1[CH2:62][CH:61]([C:63]2[CH:68]=[CH:67][C:66]([Cl:69])=[C:65]([Cl:70])[CH:64]=2)[CH:60]([CH:71](O)[CH3:72])[CH2:59]1)[C:52]1[CH:57]=[CH:56][CH:55]=[CH:54][CH:53]=1. The catalyst is C1COCC1. The product is [CH2:51]([N:58]1[CH2:62][CH:61]([C:63]2[CH:68]=[CH:67][C:66]([Cl:69])=[C:65]([Cl:70])[CH:64]=2)[CH:60]([CH:71]([O:20][C:21]2[CH:28]=[CH:27][C:24]([C:25]#[N:26])=[CH:23][N:22]=2)[CH3:72])[CH2:59]1)[C:52]1[CH:53]=[CH:54][CH:55]=[CH:56][CH:57]=1. The yield is 0.660. (2) The reactants are [NH2:1][C:2](=[O:38])[CH2:3][C:4]1([NH:18][C:19]([C:21]2[CH:26]=[CH:25][C:24]([CH:27]3[CH2:29][CH2:28]3)=[C:23]([CH2:30][C:31]3[CH:36]=[CH:35][C:34]([F:37])=[CH:33][CH:32]=3)[N:22]=2)=[O:20])[CH2:7][N:6](C(OCC2C=CC=CC=2)=O)[CH2:5]1. The catalyst is [Pd]. The product is [NH2:1][C:2](=[O:38])[CH2:3][C:4]1([NH:18][C:19]([C:21]2[CH:26]=[CH:25][C:24]([CH:27]3[CH2:29][CH2:28]3)=[C:23]([CH2:30][C:31]3[CH:32]=[CH:33][C:34]([F:37])=[CH:35][CH:36]=3)[N:22]=2)=[O:20])[CH2:5][NH:6][CH2:7]1. The yield is 0.840. (3) The reactants are C1(P(=O)(C2C=CC=CC=2)C2C=CC=CC=2)C=CC=CC=1.FC(F)(F)S(OS(C(F)(F)F)(=O)=O)(=O)=O.[CH3:36][O:37][C:38]1[CH:39]=[C:40]2[C:44](=[C:45]([NH:47][S:48]([C:51]3[S:52][CH:53]=[CH:54][CH:55]=3)(=[O:50])=[O:49])[CH:46]=1)[NH:43][C:42]([C:56]([NH:58][CH2:59][CH2:60][S:61]C(C1C=CC=CC=1)(C1C=CC=CC=1)C1C=CC=CC=1)=O)=[CH:41]2.C(=O)([O-])O.[Na+]. The catalyst is ClCCl. The product is [S:61]1[CH2:60][CH2:59][N:58]=[C:56]1[C:42]1[NH:43][C:44]2[C:40]([CH:41]=1)=[CH:39][C:38]([O:37][CH3:36])=[CH:46][C:45]=2[NH:47][S:48]([C:51]1[S:52][CH:53]=[CH:54][CH:55]=1)(=[O:49])=[O:50]. The yield is 0.420. (4) The reactants are Br[C:2]1[CH:3]=[N:4][CH:5]=[CH:6][C:7]=1[N:8]1[CH2:13][CH2:12][CH:11]([C:14]([NH2:16])=[O:15])[CH2:10][CH2:9]1.[F:17][C:18]1[CH:23]=[CH:22][C:21](B(O)O)=[CH:20][C:19]=1[CH3:27].C(=O)([O-])[O-].[Na+].[Na+]. The catalyst is C1C=CC([P]([Pd]([P](C2C=CC=CC=2)(C2C=CC=CC=2)C2C=CC=CC=2)([P](C2C=CC=CC=2)(C2C=CC=CC=2)C2C=CC=CC=2)[P](C2C=CC=CC=2)(C2C=CC=CC=2)C2C=CC=CC=2)(C2C=CC=CC=2)C2C=CC=CC=2)=CC=1.C(#N)C. The product is [F:17][C:18]1[CH:23]=[CH:22][C:21]([C:2]2[CH:3]=[N:4][CH:5]=[CH:6][C:7]=2[N:8]2[CH2:13][CH2:12][CH:11]([C:14]([NH2:16])=[O:15])[CH2:10][CH2:9]2)=[CH:20][C:19]=1[CH3:27]. The yield is 0.560. (5) The reactants are [NH2:1][C:2]1[N:7]=[CH:6][C:5]([C:8]2[CH:13]=[CH:12][C:11]([CH2:14][C:15]([NH:17][C:18]3[CH:22]=[C:21]([C:23]([CH3:26])([CH3:25])[CH3:24])[O:20][N:19]=3)=[O:16])=[CH:10][CH:9]=2)=[CH:4][C:3]=1[F:27].[CH3:28][S:29]([OH:32])(=[O:31])=[O:30]. The catalyst is C(O)C. The product is [CH3:28][S:29]([O-:32])(=[O:31])=[O:30].[C:23]([C:21]1[O:20][N:19]=[C:18]([NH:17][C:15](=[O:16])[CH2:14][C:11]2[CH:10]=[CH:9][C:8]([C:5]3[CH:4]=[C:3]([F:27])[C:2]([NH3+:1])=[N:7][CH:6]=3)=[CH:13][CH:12]=2)[CH:22]=1)([CH3:26])([CH3:24])[CH3:25]. The yield is 0.860. (6) The reactants are [Si]([C:8]1[O:9][C:10]2[C:30]([O:31][C:32](=[O:34])[CH3:33])=[C:29]([O:35][CH3:36])[CH:28]=[CH:27][C:11]=2[C:12]=1[C:13](=[O:26])[C:14]1[CH:19]=[C:18]([O:20][CH3:21])[C:17]([O:22][CH3:23])=[C:16]([O:24][CH3:25])[CH:15]=1)(C(C)(C)C)(C)C.[Br:37]Br. The catalyst is ClCCCl. The product is [Br:37][C:8]1[O:9][C:10]2[C:30]([O:31][C:32](=[O:34])[CH3:33])=[C:29]([O:35][CH3:36])[CH:28]=[CH:27][C:11]=2[C:12]=1[C:13](=[O:26])[C:14]1[CH:19]=[C:18]([O:20][CH3:21])[C:17]([O:22][CH3:23])=[C:16]([O:24][CH3:25])[CH:15]=1. The yield is 0.810. (7) The reactants are [CH3:1][O:2][C:3]1[C:8]([O:9][CH3:10])=[CH:7][CH:6]=[CH:5][C:4]=1[OH:11].Cl[C:13]1[CH:18]=[CH:17][C:16]([O:19][CH3:20])=[CH:15][C:14]=1[N+:21]([O-:23])=[O:22].[CH3:24][O:25][C:26]1[C:41]([O:42][CH3:43])=[CH:40][CH:39]=[CH:38][C:27]=1[O:28][C:29]1[CH:35]=[CH:34][C:33]([O:36][CH3:37])=[CH:32][C:30]=1[NH2:31].[NH2:44][C:45]1[S:46][CH:47]=[CH:48][N:49]=1. No catalyst specified. The product is [CH3:1][O:2][C:3]1[C:8]([O:9][CH3:10])=[CH:7][CH:6]=[CH:5][C:4]=1[O:11][C:13]1[CH:18]=[CH:17][C:16]([O:19][CH3:20])=[CH:15][C:14]=1[N+:21]([O-:23])=[O:22].[CH3:24][O:25][C:26]1[C:41]([O:42][CH3:43])=[CH:40][CH:39]=[CH:38][C:27]=1[O:28][C:29]1[CH:35]=[CH:34][C:33]([O:36][CH3:37])=[CH:32][C:30]=1[NH:31][C:4]([NH:44][C:45]1[S:46][CH:47]=[CH:48][N:49]=1)=[O:11]. The yield is 0.560. (8) The product is [OH:47][CH2:46][C@H:42]([NH:41][C:15](=[O:16])[CH2:14][N:10]1[CH:11]2[C:6]([CH:5]3[C:13](=[N:12]2)[CH:1]=[CH:2][CH:3]=[CH:4]3)=[CH:7][C:8]2[CH:21]=[CH:20][CH:19]=[CH:18][C:9]1=2)[C@H:43]([OH:44])[CH3:45]. The reactants are [CH:1]1[C:13]2[CH:5]([C:6]3[CH:11]([N:12]=2)[N:10]([CH2:14][C:15](O)=[O:16])[C:9]2[CH:18]=[CH:19][CH:20]=[CH:21][C:8]=2[CH:7]=3)[CH:4]=[CH:3][CH:2]=1.C(N=C=NC(C)C)(C)C.C1C=CC2N(O)N=NC=2C=1.[NH2:41][C@H:42]([CH2:46][OH:47])[C@@H:43]([CH3:45])[OH:44]. The yield is 0.520. The catalyst is CN(C=O)C. (9) The reactants are [O:1]=[C:2]([C:6]1[CH:11]=[CH:10][C:9]([CH3:12])=[CH:8][CH:7]=1)[C:3]([OH:5])=O.C(N(CC)CC)C.CN(C(ON1N=NC2C=CC=NC1=2)=[N+](C)C)C.F[P-](F)(F)(F)(F)F.[NH2:44][C:45]1[CH:61]=[CH:60][C:48]([O:49][CH2:50][CH2:51][NH:52]C(=O)OC(C)(C)C)=[C:47]([C:62]2[N:66]([CH3:67])[N:65]=[CH:64][CH:63]=2)[CH:46]=1.Cl.CCOCC. The catalyst is ClCCl. The product is [NH2:52][CH2:51][CH2:50][O:49][C:48]1[CH:60]=[CH:61][C:45]([NH:44][C:3](=[O:5])[C:2](=[O:1])[C:6]2[CH:11]=[CH:10][C:9]([CH3:12])=[CH:8][CH:7]=2)=[CH:46][C:47]=1[C:62]1[N:66]([CH3:67])[N:65]=[CH:64][CH:63]=1. The yield is 0.322. (10) The reactants are C(N(C(C)C)CC)(C)C.[Cl:10][C:11]1[CH:15]=[N:14][N:13]([CH3:16])[C:12]=1[C:17]([OH:19])=O.CN(C(ON1N=NC2C=CC=CC1=2)=[N+](C)C)C.[B-](F)(F)(F)F.[C:42]1([C:48]2[N:49]=[C:50]3[CH:55]=[C:54]([NH2:56])[N:53]=[CH:52][N:51]3[CH:57]=2)[CH:47]=[CH:46][CH:45]=[CH:44][CH:43]=1. The catalyst is CN(C=O)C. The product is [C:42]1([C:48]2[N:49]=[C:50]3[CH:55]=[C:54]([NH:56][C:17]([C:12]4[N:13]([CH3:16])[N:14]=[CH:15][C:11]=4[Cl:10])=[O:19])[N:53]=[CH:52][N:51]3[CH:57]=2)[CH:43]=[CH:44][CH:45]=[CH:46][CH:47]=1. The yield is 0.0670.